This data is from Forward reaction prediction with 1.9M reactions from USPTO patents (1976-2016). The task is: Predict the product of the given reaction. (1) The product is: [Br:11][C:12]1[CH:17]=[CH:16][C:15]([C@@:18]2([C:37]([F:39])([F:38])[F:40])[NH:19][C@@H:20]([CH2:32][C:33]([F:36])([CH3:35])[CH3:34])[C:21](=[O:31])[NH:22][C@H:23]([CH:29]=[O:30])[CH2:24][CH2:25][CH2:26][C:27]#[C:28]2)=[CH:14][CH:13]=1. Given the reactants C(Cl)(=O)C(Cl)=O.CS(C)=O.[Br:11][C:12]1[CH:17]=[CH:16][C:15]([C@:18]2([C:37]([F:40])([F:39])[F:38])[C:28]#[C:27][CH2:26][CH2:25][CH2:24][C@@H:23]([CH2:29][OH:30])[NH:22][C:21](=[O:31])[C@H:20]([CH2:32][C:33]([F:36])([CH3:35])[CH3:34])[NH:19]2)=[CH:14][CH:13]=1.C(N(CC)CC)C, predict the reaction product. (2) The product is: [CH2:8]([N:10]([CH2:19][CH3:20])[C:11]1[CH:18]=[CH:17][C:14]([CH:15]([NH:7][C:1](=[O:6])[CH2:2][CH2:3][CH2:4][CH3:5])[NH:7][C:1](=[O:6])[CH2:2][CH2:3][CH2:4][CH3:5])=[CH:13][CH:12]=1)[CH3:9]. Given the reactants [C:1]([NH2:7])(=[O:6])[CH2:2][CH2:3][CH2:4][CH3:5].[CH2:8]([N:10]([CH2:19][CH3:20])[C:11]1[CH:18]=[CH:17][C:14]([CH:15]=O)=[CH:13][CH:12]=1)[CH3:9], predict the reaction product. (3) Given the reactants CN(C(ON1N=NC2C=CC=NC1=2)=[N+](C)C)C.F[P-](F)(F)(F)(F)F.CCN(C(C)C)C(C)C.[C:34]([O:38][C:39]([NH:41][C@H:42]([CH3:59])[C:43]([NH:45][C@@H:46]([CH2:50][C:51]1[CH:56]=[CH:55][C:54]([O:57][CH3:58])=[CH:53][CH:52]=1)[C:47]([OH:49])=O)=[O:44])=[O:40])([CH3:37])([CH3:36])[CH3:35].[NH2:60][C@@H:61]([CH2:68][CH:69]1[CH2:73][CH2:72][CH2:71][CH2:70]1)[C:62]([C@@:64]1([CH3:67])[CH2:66][O:65]1)=[O:63], predict the reaction product. The product is: [CH:69]1([CH2:68][C@H:61]([NH:60][C:47](=[O:49])[C@@H:46]([NH:45][C:43](=[O:44])[C@H:42]([NH:41][C:39](=[O:40])[O:38][C:34]([CH3:35])([CH3:36])[CH3:37])[CH3:59])[CH2:50][C:51]2[CH:56]=[CH:55][C:54]([O:57][CH3:58])=[CH:53][CH:52]=2)[C:62]([C@@:64]2([CH3:67])[CH2:66][O:65]2)=[O:63])[CH2:73][CH2:72][CH2:71][CH2:70]1. (4) Given the reactants [CH3:1][O:2][C:3]1[CH:4]=[C:5]([CH:23]=[C:24]([O:28][CH3:29])[C:25]=1[O:26][CH3:27])[CH2:6][O:7][C:8]1[CH:9]=[C:10]2[C:14](=[CH:15][C:16]=1[O:17][CH3:18])[NH:13][C:12]([C:19]([O:21]C)=[O:20])=[CH:11]2.[OH-].[Na+], predict the reaction product. The product is: [CH3:1][O:2][C:3]1[CH:4]=[C:5]([CH:23]=[C:24]([O:28][CH3:29])[C:25]=1[O:26][CH3:27])[CH2:6][O:7][C:8]1[CH:9]=[C:10]2[C:14](=[CH:15][C:16]=1[O:17][CH3:18])[NH:13][C:12]([C:19]([OH:21])=[O:20])=[CH:11]2. (5) Given the reactants [CH3:1][C:2]1[C:3]([C:9]([C:11]2[CH:16]=[CH:15][CH:14]=[CH:13][CH:12]=2)=O)=[N:4][C:5]([CH3:8])=[CH:6][N:7]=1.Cl.[NH2:18][OH:19], predict the reaction product. The product is: [CH3:1][C:2]1[C:3]([C:9]([C:11]2[CH:16]=[CH:15][CH:14]=[CH:13][CH:12]=2)=[N:18][OH:19])=[N:4][C:5]([CH3:8])=[CH:6][N:7]=1. (6) Given the reactants [C:1]([C:3]1[CH:8]=[CH:7][C:6]([S:9]([Cl:12])(=[O:11])=[O:10])=[CH:5][C:4]=1[O:13][CH2:14][CH3:15])#[N:2].Br[CH2:17][CH2:18]CC, predict the reaction product. The product is: [CH2:14]([O:13][C:4]1[CH:5]=[C:6]([S:9]([Cl:12])(=[O:11])=[O:10])[CH:7]=[CH:8][C:3]=1[C:1]#[N:2])[CH2:15][CH2:17][CH3:18]. (7) Given the reactants [N+:1]([C:4]1[CH:5]=[C:6](S(O)(=O)=O)[C:7](=[CH:9][CH:10]=1)[NH2:8])([O-:3])=[O:2].NC1C=CC([N+]([O-])=O)=CC=1C(F)(F)F, predict the reaction product. The product is: [N+:1]([C:4]1[CH:5]=[CH:6][C:7]([NH2:8])=[CH:9][CH:10]=1)([O-:3])=[O:2]. (8) The product is: [C:1]([O:9][C:10]1[CH:11]=[CH:12][C:13]([O:16][C:22]2[CH2:21][C:20](=[C:24]=[O:25])[CH:19]=[CH:18][CH:23]=2)=[CH:14][CH:15]=1)(=[O:8])[C:2]1[CH:3]=[CH:4][CH:5]=[CH:6][CH:7]=1.[OH:16][C:13]1[CH:12]=[CH:11][C:10]([O:9][C:1]2[CH:2]=[C:7]([CH:26]=[O:27])[CH:6]=[CH:5][CH:4]=2)=[CH:15][CH:14]=1. Given the reactants [C:1]([O:9][C:10]1[CH:15]=[CH:14][C:13]([OH:16])=[CH:12][CH:11]=1)(=[O:8])[C:2]1[CH:7]=[CH:6][CH:5]=[CH:4][CH:3]=1.Br[C:18]1[CH:19]=[C:20]([CH:24]=[O:25])[CH:21]=[CH:22][CH:23]=1.[C:26](=O)([O-])[O-:27].[K+].[K+], predict the reaction product.